Dataset: Reaction yield outcomes from USPTO patents with 853,638 reactions. Task: Predict the reaction yield, written as a fraction of the theoretical maximum amount of product (1.0 means a 100% yield; for example, 0.34 means a 34% yield). (1) The reactants are [C:1]([O:5][C:6](=[O:18])[CH2:7][N:8]1[C:12]2[CH:13]=[CH:14][CH:15]=[CH:16][C:11]=2[NH:10][C:9]1=[O:17])([CH3:4])([CH3:3])[CH3:2].CC(N=P(N1CCCC1)(N1CCCC1)N1CCCC1)(C)C.Cl[CH2:41][C:42]1[N:46]([CH2:47][CH2:48][CH:49]([CH3:51])[CH3:50])[C:45]2[CH:52]=[CH:53][C:54]([C:56]#[N:57])=[CH:55][C:44]=2[N:43]=1. The catalyst is C(Cl)Cl.CCOCC. The product is [C:1]([O:5][C:6](=[O:18])[CH2:7][N:8]1[C:12]2[CH:13]=[CH:14][CH:15]=[CH:16][C:11]=2[N:10]([CH2:41][C:42]2[N:46]([CH2:47][CH2:48][CH:49]([CH3:51])[CH3:50])[C:45]3[CH:52]=[CH:53][C:54]([C:56]#[N:57])=[CH:55][C:44]=3[N:43]=2)[C:9]1=[O:17])([CH3:4])([CH3:2])[CH3:3]. The yield is 0.990. (2) The reactants are [CH2:1]([O:8][C:9]1[CH:14]=[C:13]([O:15][CH2:16][C:17]2[CH:22]=[CH:21][CH:20]=[CH:19][CH:18]=2)[CH:12]=[C:11]([O:23][C:24]2[CH:29]=[CH:28][C:27]([N+:30]([O-:32])=[O:31])=[CH:26][CH:25]=2)[C:10]=1C(=O)C)[C:2]1[CH:7]=[CH:6][CH:5]=[CH:4][CH:3]=1.[NH2:36][OH:37].Cl.[CH3:39][C:40](O[Na])=O. The catalyst is C(O)C.C(O)(=O)C. The product is [CH2:1]([O:8][C:9]1[CH:14]=[C:13]([O:15][CH2:16][C:17]2[CH:18]=[CH:19][CH:20]=[CH:21][CH:22]=2)[CH:12]=[C:11]([O:23][C:24]2[CH:25]=[CH:26][C:27]([N+:30]([O-:32])=[O:31])=[CH:28][CH:29]=2)[C:10]=1[C:40](=[N:36][OH:37])[CH3:39])[C:2]1[CH:7]=[CH:6][CH:5]=[CH:4][CH:3]=1. The yield is 0.880. (3) The reactants are BrBr.C[O:4][C:5]1[CH:6]=[C:7]([CH:10]=[CH:11][C:12]=1[O:13]C)[CH:8]=[O:9].S([O-])([O-])(=O)=S.[Na+].[Na+].[C:22](=[O:25])(O)[O-].[Na+]. The catalyst is C(O)(=O)C. The product is [OH:13][C:12]1[C:5]([OH:4])=[CH:6][C:7]2[C:8](=[O:9])[CH2:10][C:11]3[CH:12]=[CH:5][CH:6]=[CH:7][C:22]=3[O:25][C:10]=2[CH:11]=1. The yield is 0.560. (4) The reactants are [C:1]([C:4]1[CH:11]=[CH:10][C:7]([CH:8]=[O:9])=[CH:6][CH:5]=1)(O)=[O:2].O.[NH2:13][C:14]1[NH:18][N:17]=[N:16][N:15]=1.O. The catalyst is CN(C=O)C. The product is [CH:8]([C:7]1[CH:10]=[CH:11][C:4]([C:1]([NH:13][C:14]2[N:15]=[N:16][NH:17][N:18]=2)=[O:2])=[CH:5][CH:6]=1)=[O:9]. The yield is 0.800. (5) The reactants are [Cl:1][C:2]1[N:7]=[N:6][C:5]([C:8]([O:10]C)=O)=[CH:4][CH:3]=1.[NH3:12]. The catalyst is CO. The product is [Cl:1][C:2]1[N:7]=[N:6][C:5]([C:8]([NH2:12])=[O:10])=[CH:4][CH:3]=1. The yield is 0.990.